This data is from Forward reaction prediction with 1.9M reactions from USPTO patents (1976-2016). The task is: Predict the product of the given reaction. (1) Given the reactants [C:1]([C:4]1[C:5]([C:19](=O)[CH3:20])=[C:6]([CH3:18])[N:7]([C:10]2[CH:15]=[CH:14][C:13]([OH:16])=[C:12]([Cl:17])[CH:11]=2)[C:8]=1[CH3:9])(=O)[CH3:2].[NH2:22][NH2:23], predict the reaction product. The product is: [Cl:17][C:12]1[CH:11]=[C:10]([N:7]2[C:8]([CH3:9])=[C:4]3[C:5]([C:19]([CH3:20])=[N:22][N:23]=[C:1]3[CH3:2])=[C:6]2[CH3:18])[CH:15]=[CH:14][C:13]=1[OH:16]. (2) Given the reactants [NH2:1][C:2]1[N:7]=[C:6]([CH3:8])[C:5]([Br:9])=[CH:4][CH:3]=1.Br[CH2:11][C:12](=O)[C:13]([O:15][CH2:16][CH3:17])=[O:14].C(OCC)(=O)C, predict the reaction product. The product is: [CH2:16]([O:15][C:13]([C:12]1[N:1]=[C:2]2[CH:3]=[CH:4][C:5]([Br:9])=[C:6]([CH3:8])[N:7]2[CH:11]=1)=[O:14])[CH3:17].